Dataset: Forward reaction prediction with 1.9M reactions from USPTO patents (1976-2016). Task: Predict the product of the given reaction. (1) Given the reactants Br[C:2]1[CH:7]=[CH:6][C:5]([C:8]2[CH:13]=[CH:12][C:11]([Cl:14])=[CH:10][CH:9]=2)=[CH:4][C:3]=1[CH:15]1[C:20](=[O:21])[C:19]([CH3:23])([CH3:22])[O:18][C:17]([CH3:25])([CH3:24])[C:16]1=[O:26].O.[OH-].[Li+].[C:30]1(P(C2C=CC=CC=2)CCCP(C2C=CC=CC=2)C2C=CC=CC=2)C=CC=C[CH:31]=1, predict the reaction product. The product is: [Cl:14][C:11]1[CH:10]=[CH:9][C:8]([C:5]2[CH:6]=[CH:7][C:2]([CH:30]=[CH2:31])=[C:3]([CH:15]3[C:16](=[O:26])[C:17]([CH3:25])([CH3:24])[O:18][C:19]([CH3:23])([CH3:22])[C:20]3=[O:21])[CH:4]=2)=[CH:13][CH:12]=1. (2) Given the reactants [CH3:1][S:2]([C:5]1[CH:10]=[CH:9][C:8]([NH:11][C:12](=[O:35])[CH2:13][CH:14]2[CH2:19][CH2:18][N:17]([CH2:20][CH2:21][N:22]([C:29]3[CH:34]=[CH:33][CH:32]=[CH:31][CH:30]=3)[CH:23]3[CH2:28][CH2:27][NH:26][CH2:25][CH2:24]3)[CH2:16][CH2:15]2)=[CH:7][CH:6]=1)(=[O:4])=[O:3].[F:36][C:37]([F:42])([F:41])[C:38](Cl)=[O:39], predict the reaction product. The product is: [CH3:1][S:2]([C:5]1[CH:6]=[CH:7][C:8]([NH:11][C:12](=[O:35])[CH2:13][CH:14]2[CH2:15][CH2:16][N:17]([CH2:20][CH2:21][N:22]([C:29]3[CH:34]=[CH:33][CH:32]=[CH:31][CH:30]=3)[CH:23]3[CH2:24][CH2:25][N:26]([C:38](=[O:39])[C:37]([F:42])([F:41])[F:36])[CH2:27][CH2:28]3)[CH2:18][CH2:19]2)=[CH:9][CH:10]=1)(=[O:3])=[O:4]. (3) Given the reactants Br[C:2]1[CH:3]=[N:4][C:5]([Cl:8])=[N:6][CH:7]=1.[CH3:9][O:10][C:11]1[C:16](B2OC(C)(C)C(C)(C)O2)=[CH:15][CH:14]=[CH:13][C:12]=1[CH2:26][CH2:27][CH2:28][C:29]([O:31][CH2:32][CH3:33])=[O:30].P([O-])([O-])([O-])=O.[K+].[K+].[K+], predict the reaction product. The product is: [Cl:8][C:5]1[N:4]=[CH:3][C:2]([C:16]2[C:11]([O:10][CH3:9])=[C:12]([CH2:26][CH2:27][CH2:28][C:29]([O:31][CH2:32][CH3:33])=[O:30])[CH:13]=[CH:14][CH:15]=2)=[CH:7][N:6]=1. (4) Given the reactants [Cl:1][C:2]1[CH:10]=[C:9]([N:11]2[CH2:16][CH2:15][O:14][CH2:13][S:12]2(=[O:18])=[O:17])[CH:8]=[CH:7][C:3]=1[C:4]([OH:6])=O.[Cl:19][C:20]1[CH:26]=[CH:25][C:23]([NH2:24])=[CH:22][C:21]=1[C:27]1[C:36]2[C:31](=[CH:32][CH:33]=[CH:34][CH:35]=2)[CH:30]=[CH:29][N:28]=1.CN(C(ON1N=NC2C=CC=NC1=2)=[N+](C)C)C.F[P-](F)(F)(F)(F)F.CCN(C(C)C)C(C)C, predict the reaction product. The product is: [Cl:1][C:2]1[CH:10]=[C:9]([N:11]2[CH2:16][CH2:15][O:14][CH2:13][S:12]2(=[O:18])=[O:17])[CH:8]=[CH:7][C:3]=1[C:4]([NH:24][C:23]1[CH:25]=[CH:26][C:20]([Cl:19])=[C:21]([C:27]2[C:36]3[C:31](=[CH:32][CH:33]=[CH:34][CH:35]=3)[CH:30]=[CH:29][N:28]=2)[CH:22]=1)=[O:6]. (5) Given the reactants COC1C=CC(N2CCN(CCC3C=CC=CC=3)CC2)=CC=1C.[CH:24]1([CH2:30][CH2:31][N:32]2[CH2:37][CH2:36][N:35]([C:38]3[CH:43]=[C:42]([F:44])[C:41]([O:45]C)=[CH:40][C:39]=3[F:47])[CH2:34][CH2:33]2)[CH2:29][CH2:28][CH2:27][CH2:26][CH2:25]1, predict the reaction product. The product is: [CH:24]1([CH2:30][CH2:31][N:32]2[CH2:37][CH2:36][N:35]([C:38]3[C:39]([F:47])=[CH:40][C:41]([OH:45])=[C:42]([F:44])[CH:43]=3)[CH2:34][CH2:33]2)[CH2:29][CH2:28][CH2:27][CH2:26][CH2:25]1. (6) Given the reactants Cl.CO[CH2:4][NH2:5].[Cl-].C[Al+]C.C(O[C:13]([CH:15]1[CH2:19][CH2:18][N:17]([CH2:20][C:21]2[CH:26]=[CH:25][CH:24]=[CH:23][CH:22]=2)[CH2:16]1)=[O:14])C.[C:27](=O)([O-])[O-:28].[K+].[K+], predict the reaction product. The product is: [CH3:27][O:28][N:5]([CH3:4])[C:13]([CH:15]1[CH2:19][CH2:18][N:17]([CH2:20][C:21]2[CH:22]=[CH:23][CH:24]=[CH:25][CH:26]=2)[CH2:16]1)=[O:14].